From a dataset of Reaction yield outcomes from USPTO patents with 853,638 reactions. Predict the reaction yield, written as a fraction of the theoretical maximum amount of product (1.0 means a 100% yield; for example, 0.34 means a 34% yield). (1) The reactants are [OH:1][CH:2]1[CH2:7][CH2:6][CH:5]([C:8]2[CH:13]=[CH:12][C:11]([OH:14])=[CH:10][CH:9]=2)[CH2:4][CH2:3]1.[Br:15][CH2:16][CH2:17][CH2:18][CH2:19][CH2:20][CH2:21][CH2:22][CH2:23][CH2:24][CH2:25][CH2:26]Br.C([O-])([O-])=O.[K+].[K+]. The catalyst is CC(=O)CC. The product is [Br:15][CH2:16][CH2:17][CH2:18][CH2:19][CH2:20][CH2:21][CH2:22][CH2:23][CH2:24][CH2:25][CH2:26][O:14][C:11]1[CH:10]=[CH:9][C:8]([CH:5]2[CH2:4][CH2:3][CH:2]([OH:1])[CH2:7][CH2:6]2)=[CH:13][CH:12]=1. The yield is 0.850. (2) The catalyst is N1C=CC=CC=1. The yield is 0.480. The reactants are Cl.[S:2]1[C:6]([NH2:7])=[N:5][CH:4]=[N:3]1.[O:8]=[C:9]1[CH2:14][N:13]([C:15](=[O:20])[C:16]([F:19])([F:18])[F:17])[CH2:12][CH2:11][N:10]1[C:21]1[CH:26]=[CH:25][C:24]([S:27](Cl)(=[O:29])=[O:28])=[CH:23][CH:22]=1. The product is [O:8]=[C:9]1[CH2:14][N:13]([C:15](=[O:20])[C:16]([F:18])([F:17])[F:19])[CH2:12][CH2:11][N:10]1[C:21]1[CH:22]=[CH:23][C:24]([S:27]([NH:7][C:6]2[S:2][N:3]=[CH:4][N:5]=2)(=[O:29])=[O:28])=[CH:25][CH:26]=1.